From a dataset of Forward reaction prediction with 1.9M reactions from USPTO patents (1976-2016). Predict the product of the given reaction. (1) The product is: [O:11]=[C:7]1[C:8]2[C:4](=[CH:3][C:2](/[CH:14]=[CH:13]/[C:12]([O:16][CH3:17])=[O:15])=[CH:10][CH:9]=2)[CH2:5][CH2:6]1. Given the reactants Br[C:2]1[CH:3]=[C:4]2[C:8](=[CH:9][CH:10]=1)[C:7](=[O:11])[CH2:6][CH2:5]2.[C:12]([O:16][CH3:17])(=[O:15])[CH:13]=[CH2:14].C1(P(C2C=CC=CC=2)CCCP(C2C=CC=CC=2)C2C=CC=CC=2)C=CC=CC=1, predict the reaction product. (2) Given the reactants [NH2:1][C:2]1[C:10]([N+:11]([O-:13])=[O:12])=[CH:9][C:5]([C:6]([OH:8])=[O:7])=[CH:4][C:3]=1[Br:14].[CH3:15][Si](C=[N+]=[N-])(C)C, predict the reaction product. The product is: [NH2:1][C:2]1[C:10]([N+:11]([O-:13])=[O:12])=[CH:9][C:5]([C:6]([O:8][CH3:15])=[O:7])=[CH:4][C:3]=1[Br:14]. (3) Given the reactants [C:1]([O:5][C:6](=[O:16])[NH:7][C@H:8]1[CH2:13][CH2:12][C@@H:11]([CH2:14]O)[CH2:10][CH2:9]1)([CH3:4])([CH3:3])[CH3:2].[C:30]1(P([C:30]2[CH:35]=[CH:34][CH:33]=[CH:32][CH:31]=2)[C:30]2[CH:35]=[CH:34][CH:33]=[CH:32][CH:31]=2)[CH:35]=[CH:34][CH:33]=[CH:32][CH:31]=1.C1(=O)NC(=O)C2=CC=CC=C12.[N:48]([C:49]([O:51][CH2:52]C)=[O:50])=[N:48][C:49]([O:51][CH2:52]C)=[O:50].O.NN, predict the reaction product. The product is: [C:1]([O:5][C:6](=[O:16])[NH:7][C@H:8]1[CH2:13][CH2:12][C@@H:11]([CH2:14][NH:48][C:49]([O:51][CH2:52][C:30]2[CH:31]=[CH:32][CH:33]=[CH:34][CH:35]=2)=[O:50])[CH2:10][CH2:9]1)([CH3:4])([CH3:3])[CH3:2].